Predict the reactants needed to synthesize the given product. From a dataset of Full USPTO retrosynthesis dataset with 1.9M reactions from patents (1976-2016). (1) The reactants are: Br[C:2]1[C:3]([N:9]([CH2:16][CH:17]2[CH2:19][CH2:18]2)[CH2:10][CH2:11][C:12]([NH:14][CH3:15])=[O:13])=[N:4][C:5]([Cl:8])=[N:6][CH:7]=1.C(=O)([O-])[O-].[Cs+].[Cs+].CC1(C)C2C(=C(P(C3C=CC=CC=3)C3C=CC=CC=3)C=CC=2)OC2C(P(C3C=CC=CC=3)C3C=CC=CC=3)=CC=CC1=2. Given the product [Cl:8][C:5]1[N:4]=[C:3]2[C:2]([N:14]([CH3:15])[C:12](=[O:13])[CH2:11][CH2:10][N:9]2[CH2:16][CH:17]2[CH2:19][CH2:18]2)=[CH:7][N:6]=1, predict the reactants needed to synthesize it. (2) Given the product [Cl:1][C:2]1[CH:7]=[C:6]([Cl:8])[CH:5]=[CH:4][C:3]=1[CH:9]1[NH:39][N:38]=[C:11]([C:13]2[CH:18]=[CH:17][C:16]([O:19][CH2:20][C:21]([C:29]3[CH:34]=[CH:33][C:32]([F:35])=[CH:31][C:30]=3[F:36])([OH:28])[CH2:22][N:23]3[CH:27]=[N:26][CH:25]=[N:24]3)=[CH:15][CH:14]=2)[CH2:10]1, predict the reactants needed to synthesize it. The reactants are: [Cl:1][C:2]1[CH:7]=[C:6]([Cl:8])[CH:5]=[CH:4][C:3]=1/[CH:9]=[CH:10]/[C:11]([C:13]1[CH:18]=[CH:17][C:16]([O:19][CH2:20][C:21]([C:29]2[CH:34]=[CH:33][C:32]([F:35])=[CH:31][C:30]=2[F:36])([OH:28])[CH2:22][N:23]2[CH:27]=[N:26][CH:25]=[N:24]2)=[CH:15][CH:14]=1)=O.O.[NH2:38][NH2:39]. (3) Given the product [Cl:26][C:23]1[CH:24]=[CH:25][C:20]([C:18]([NH:17][CH:13]([CH2:12][C:7]2[C:5]3[C:4](=[CH:3][CH:2]=[CH:1][CH:6]=3)[NH:11][C:9](=[O:10])[CH:8]=2)[C:14]([O:16][CH2:28][CH:29]2[O:34][C:33]3[CH:35]=[CH:36][CH:37]=[CH:38][C:32]=3[O:31][CH2:30]2)=[O:15])=[O:19])=[CH:21][CH:22]=1, predict the reactants needed to synthesize it. The reactants are: [CH:1]1[CH:2]=[CH:3][C:4]2[NH:11][C:9](=[O:10])[CH:8]=[C:7]([CH2:12][CH:13]([NH:17][C:18]([C:20]3[CH:21]=[CH:22][C:23]([Cl:26])=[CH:24][CH:25]=3)=[O:19])[C:14]([OH:16])=[O:15])[C:5]=2[CH:6]=1.Br[CH2:28][CH:29]1[O:34][C:33]2[CH:35]=[CH:36][CH:37]=[CH:38][C:32]=2[O:31][CH2:30]1.